This data is from Forward reaction prediction with 1.9M reactions from USPTO patents (1976-2016). The task is: Predict the product of the given reaction. (1) Given the reactants [CH3:1][C:2]([CH3:23])([CH2:8][NH:9][C:10]1[C:19]2[C:14](=[CH:15][CH:16]=[CH:17][CH:18]=2)[N:13]=[CH:12][C:11]=1[N+:20]([O-])=O)[C:3]([O:5][CH2:6][CH3:7])=[O:4].S(S([O-])=O)([O-])=O.[Na+].[Na+].C(=O)([O-])[O-].[K+].[K+].ClCCl, predict the reaction product. The product is: [NH2:20][C:11]1[CH:12]=[N:13][C:14]2[C:19]([C:10]=1[NH:9][CH2:8][C:2]([CH3:1])([CH3:23])[C:3]([O:5][CH2:6][CH3:7])=[O:4])=[CH:18][CH:17]=[CH:16][CH:15]=2. (2) Given the reactants O[CH:2]=[C:3]1[C:8](=[O:9])[CH:7]=[CH:6][C:5]([CH3:16])([C:10]#[C:11][Si:12]([CH3:15])([CH3:14])[CH3:13])[CH2:4]1.Cl.[NH2:18]O, predict the reaction product. The product is: [CH3:16][C:5]1([C:10]#[C:11][Si:12]([CH3:15])([CH3:14])[CH3:13])[CH2:4][C:3]2[CH:2]=[N:18][O:9][C:8]=2[CH:7]=[CH:6]1. (3) Given the reactants CON(C)[C:4]([C:6]1[CH:7]=[CH:8][C:9]2[O:13][C:12]([CH2:14][CH2:15][N:16]3[CH2:20][CH2:19][CH2:18][C@H:17]3[CH3:21])=[CH:11][C:10]=2[CH:22]=1)=[O:5].[CH2:24]([CH:26]([CH2:30][CH3:31])[CH2:27][Mg]Br)[CH3:25], predict the reaction product. The product is: [CH2:24]([CH:26]([CH2:30][CH3:31])[CH2:27][C:4]([C:6]1[CH:7]=[CH:8][C:9]2[O:13][C:12]([CH2:14][CH2:15][N:16]3[CH2:20][CH2:19][CH2:18][C@H:17]3[CH3:21])=[CH:11][C:10]=2[CH:22]=1)=[O:5])[CH3:25]. (4) Given the reactants [C:1]([O:5][C:6]([NH:8][CH2:9][C@H:10]1[CH2:15][CH2:14][C@H:13]([C:16]([NH:18][C@H:19]([C:37]([NH:39][C:40]2[CH:48]=[C:47]3[C:43]([CH:44]=[N:45][NH:46]3)=[CH:42][CH:41]=2)=[O:38])[CH2:20][C:21]2[CH:26]=[CH:25][C:24]([C:27]3[CH:32]=[CH:31][C:30]([C:33]([OH:35])=O)=[CH:29][C:28]=3[CH3:36])=[CH:23][CH:22]=2)=[O:17])[CH2:12][CH2:11]1)=[O:7])([CH3:4])([CH3:3])[CH3:2].[NH:49]1[CH2:53][CH2:52][CH:51]2[CH2:54][NH:55][C:56](=[O:57])[CH:50]12.C(N(CC)C(C)C)(C)C.CN(C(ON1N=NC2C=CC=NC1=2)=[N+](C)C)C.F[P-](F)(F)(F)(F)F, predict the reaction product. The product is: [NH:46]1[C:47]2[C:43](=[CH:42][CH:41]=[C:40]([NH:39][C:37](=[O:38])[C@@H:19]([NH:18][C:16]([C@H:13]3[CH2:14][CH2:15][C@H:10]([CH2:9][NH:8][C:6](=[O:7])[O:5][C:1]([CH3:4])([CH3:3])[CH3:2])[CH2:11][CH2:12]3)=[O:17])[CH2:20][C:21]3[CH:22]=[CH:23][C:24]([C:27]4[CH:32]=[CH:31][C:30]([C:33]([N:49]5[CH2:53][CH2:52][CH:51]6[CH2:54][NH:55][C:56](=[O:57])[CH:50]56)=[O:35])=[CH:29][C:28]=4[CH3:36])=[CH:25][CH:26]=3)[CH:48]=2)[CH:44]=[N:45]1. (5) Given the reactants Br[CH2:2][C:3]1[CH:8]=[CH:7][C:6]([CH2:9][CH2:10][NH:11][C:12]([C:14]2[CH:19]=[CH:18][C:17]([C:20]3[CH:25]=[CH:24][C:23]([Cl:26])=[CH:22][CH:21]=3)=[CH:16][CH:15]=2)=[O:13])=[CH:5][CH:4]=1.[NH:27]1[CH2:32][CH2:31][NH:30][CH2:29][C:28]1=[O:33], predict the reaction product. The product is: [O:33]=[C:28]1[NH:27][CH2:32][CH2:31][N:30]([CH2:2][C:3]2[CH:8]=[CH:7][C:6]([CH2:9][CH2:10][NH:11][C:12]([C:14]3[CH:19]=[CH:18][C:17]([C:20]4[CH:25]=[CH:24][C:23]([Cl:26])=[CH:22][CH:21]=4)=[CH:16][CH:15]=3)=[O:13])=[CH:5][CH:4]=2)[CH2:29]1. (6) The product is: [F:1][C:2]1[CH:7]=[CH:6][C:5]([CH:8]2[O:27][C:50](=[O:52])[NH:47][CH:9]2[CH2:13][C:14]2[CH:19]=[CH:18][CH:17]=[C:16]([O:20][C:21]3[CH:26]=[CH:25][CH:24]=[CH:23][CH:22]=3)[CH:15]=2)=[CH:4][CH:3]=1. Given the reactants [F:1][C:2]1[CH:7]=[CH:6][C:5]([CH:8]([OH:27])[CH:9]([CH2:13][C:14]2[CH:19]=[CH:18][CH:17]=[C:16]([O:20][C:21]3[CH:26]=[CH:25][CH:24]=[CH:23][CH:22]=3)[CH:15]=2)C(O)=O)=[CH:4][CH:3]=1.C1(P(N=[N+]=[N-])(C2C=CC=CC=2)=O)C=CC=CC=1.C([N:47]([CH2:50]C)CC)C.[OH2:52], predict the reaction product.